Dataset: Full USPTO retrosynthesis dataset with 1.9M reactions from patents (1976-2016). Task: Predict the reactants needed to synthesize the given product. (1) Given the product [CH3:1][O:2][C:3](=[O:28])[C@@H:4]([CH2:21][C:22]1[CH:27]=[CH:26][CH:25]=[CH:24][CH:23]=1)[CH2:5][N:6]1[CH2:11][CH2:10][C@@:9]([CH3:12])([C:13]2[CH:18]=[CH:17][CH:16]=[C:15]([O:19][S:43]([C:46]([F:49])([F:48])[F:47])(=[O:45])=[O:44])[CH:14]=2)[C@@H:8]([CH3:20])[CH2:7]1, predict the reactants needed to synthesize it. The reactants are: [CH3:1][O:2][C:3](=[O:28])[C@@H:4]([CH2:21][C:22]1[CH:27]=[CH:26][CH:25]=[CH:24][CH:23]=1)[CH2:5][N:6]1[CH2:11][CH2:10][C@:9]([C:13]2[CH:18]=[CH:17][CH:16]=[C:15]([OH:19])[CH:14]=2)([CH3:12])[C@@H:8]([CH3:20])[CH2:7]1.C(N(CC)CC)C.C1C=CC(N([S:43]([C:46]([F:49])([F:48])[F:47])(=[O:45])=[O:44])[S:43]([C:46]([F:49])([F:48])[F:47])(=[O:45])=[O:44])=CC=1. (2) Given the product [F:23][C:24]1[CH:29]=[C:28]([OH:30])[C:27]([F:32])=[CH:26][C:25]=1[N:33]1[CH2:38][CH2:37][N:36]([S:39]([CH2:42][CH2:43][CH2:44][CH2:45][CH2:46][CH2:47][CH2:48][CH3:49])(=[O:40])=[O:41])[CH2:35][CH2:34]1, predict the reactants needed to synthesize it. The reactants are: COC1C=CC(N2CCN(CCC3C=CC=CC=3)CC2)=CC=1.[F:23][C:24]1[CH:29]=[C:28]([O:30]C)[C:27]([F:32])=[CH:26][C:25]=1[N:33]1[CH2:38][CH2:37][N:36]([S:39]([CH2:42][CH2:43][CH2:44][CH2:45][CH2:46][CH2:47][CH2:48][CH3:49])(=[O:41])=[O:40])[CH2:35][CH2:34]1. (3) Given the product [CH3:1][N:2]1[CH:6]=[C:5]([C:7]2[CH:8]=[C:9]3[C:15]([C:16]([O:18][C:25]4[C:24]([F:27])=[C:23]([F:28])[C:22]([F:29])=[C:21]([F:30])[C:20]=4[F:19])=[O:17])=[CH:14][NH:13][C:10]3=[N:11][CH:12]=2)[CH:4]=[N:3]1, predict the reactants needed to synthesize it. The reactants are: [CH3:1][N:2]1[CH:6]=[C:5]([C:7]2[CH:8]=[C:9]3[C:15]([C:16]([OH:18])=[O:17])=[CH:14][NH:13][C:10]3=[N:11][CH:12]=2)[CH:4]=[N:3]1.[F:19][C:20]1[C:25](O)=[C:24]([F:27])[C:23]([F:28])=[C:22]([F:29])[C:21]=1[F:30].C1(N=C=NC2CCCCC2)CCCCC1.C(N1C=CN=C1)(N1C=CN=C1)=O.